This data is from Reaction yield outcomes from USPTO patents with 853,638 reactions. The task is: Predict the reaction yield, written as a fraction of the theoretical maximum amount of product (1.0 means a 100% yield; for example, 0.34 means a 34% yield). (1) The reactants are [F:1][C:2]([F:22])([O:6][C:7]1[CH:8]=[C:9]([CH2:13][NH:14][C:15]2[CH:16]=[C:17]([OH:21])[CH:18]=[CH:19][CH:20]=2)[CH:10]=[CH:11][CH:12]=1)[CH:3]([F:5])[F:4].[F:23][C:24]([F:29])([F:28])[CH:25]1[O:27][CH2:26]1.FC(F)(F)S([O-])(=O)=O.[Yb+3].FC(F)(F)S([O-])(=O)=O.FC(F)(F)S([O-])(=O)=O.O. The catalyst is C(#N)C. The product is [F:1][C:2]([F:22])([O:6][C:7]1[CH:8]=[C:9]([CH2:13][N:14]([CH2:26][CH:25]([OH:27])[C:24]([F:29])([F:28])[F:23])[C:15]2[CH:16]=[C:17]([OH:21])[CH:18]=[CH:19][CH:20]=2)[CH:10]=[CH:11][CH:12]=1)[CH:3]([F:4])[F:5]. The yield is 0.890. (2) The reactants are [F:1][C:2]1[CH:7]=[CH:6][C:5]([C:8]2[C:9]([CH3:14])=[N:10][NH:11][C:12]=2[NH2:13])=[CH:4][CH:3]=1.[O:15]1[CH2:20][CH2:19][O:18][C:17]2[CH:21]=[C:22]([C:25](=O)[CH2:26][C:27](OCC)=[O:28])[CH:23]=[CH:24][C:16]1=2. The catalyst is C(O)(=O)C. The product is [O:15]1[CH2:20][CH2:19][O:18][C:17]2[CH:21]=[C:22]([C:25]3[NH:13][C:12]4[N:11]([N:10]=[C:9]([CH3:14])[C:8]=4[C:5]4[CH:4]=[CH:3][C:2]([F:1])=[CH:7][CH:6]=4)[C:27](=[O:28])[CH:26]=3)[CH:23]=[CH:24][C:16]1=2. The yield is 0.580.